This data is from Forward reaction prediction with 1.9M reactions from USPTO patents (1976-2016). The task is: Predict the product of the given reaction. (1) Given the reactants Br[CH:2]=[C:3]1[C:9]2[CH:10]=[CH:11][CH:12]=[C:13]([F:14])[C:8]=2[CH2:7][O:6][C:5]2[CH:15]=[C:16]([F:19])[CH:17]=[CH:18][C:4]1=2.[N:20]1([CH2:26][CH2:27][N:28]2[C:32]3[CH:33]=[CH:34][C:35](B4OC(C)(C)C(C)(C)O4)=[CH:36][C:31]=3[NH:30][C:29]2=[O:46])[CH2:25][CH2:24][O:23][CH2:22][CH2:21]1.C([O-])([O-])=O.[Na+].[Na+], predict the reaction product. The product is: [F:19][C:16]1[CH:17]=[CH:18][C:4]2[C:3](=[CH:2][C:35]3[CH:34]=[CH:33][C:32]4[N:28]([CH2:27][CH2:26][N:20]5[CH2:21][CH2:22][O:23][CH2:24][CH2:25]5)[C:29](=[O:46])[NH:30][C:31]=4[CH:36]=3)[C:9]3[CH:10]=[CH:11][CH:12]=[C:13]([F:14])[C:8]=3[CH2:7][O:6][C:5]=2[CH:15]=1. (2) The product is: [CH3:1][C:2]1[C:6]([C:7]2[O:8][C:9]3[CH:15]=[CH:14][C:13]([CH2:16][C:17]([NH:44][CH:43]([C:37]4[CH:38]=[CH:39][C:40]([CH3:42])=[CH:41][C:36]=4[CH3:35])[C:45]4[CH:46]=[CH:47][CH:48]=[CH:49][CH:50]=4)=[O:19])=[CH:12][C:10]=3[N:11]=2)=[C:5]([CH3:20])[O:4][N:3]=1. Given the reactants [CH3:1][C:2]1[C:6]([C:7]2[O:8][C:9]3[CH:15]=[CH:14][C:13]([CH2:16][C:17]([OH:19])=O)=[CH:12][C:10]=3[N:11]=2)=[C:5]([CH3:20])[O:4][N:3]=1.C(Cl)CCl.C1C=CC2N(O)N=NC=2C=1.[CH3:35][C:36]1[CH:41]=[C:40]([CH3:42])[CH:39]=[CH:38][C:37]=1[CH:43]([C:45]1[CH:50]=[CH:49][CH:48]=[CH:47][CH:46]=1)[NH2:44], predict the reaction product. (3) Given the reactants Br[C:2]1[S:10][C:9]2[C:8]([N:11]3[CH2:16][CH2:15][N:14]([C:17]([O:19][C:20]([CH3:23])([CH3:22])[CH3:21])=[O:18])[CH2:13][CH2:12]3)=[N:7][CH:6]=[N:5][C:4]=2[CH:3]=1.[NH:24]1[CH2:29][CH2:28][O:27][CH2:26][CH2:25]1, predict the reaction product. The product is: [O:27]1[CH2:28][CH2:29][N:24]([C:2]2[S:10][C:9]3[C:8]([N:11]4[CH2:16][CH2:15][N:14]([C:17]([O:19][C:20]([CH3:23])([CH3:22])[CH3:21])=[O:18])[CH2:13][CH2:12]4)=[N:7][CH:6]=[N:5][C:4]=3[CH:3]=2)[CH2:25][CH2:26]1.